This data is from Reaction yield outcomes from USPTO patents with 853,638 reactions. The task is: Predict the reaction yield, written as a fraction of the theoretical maximum amount of product (1.0 means a 100% yield; for example, 0.34 means a 34% yield). (1) The reactants are [Br:1][C:2]1[CH:14]=[CH:13][C:12]2[C:11]3[C:6](=[CH:7][CH:8]=[CH:9][CH:10]=3)[C:5]([CH3:16])([CH3:15])[C:4]=2[CH:3]=1.[C:17]1(=[O:27])[O:22][C:20](=[O:21])[C:19]2=[CH:23][CH:24]=[CH:25][CH:26]=[C:18]12.[Cl-].[Al+3].[Cl-].[Cl-]. The catalyst is ClCCl. The product is [Br:1][C:2]1[CH:3]=[C:4]2[C:12]([C:11]3[CH:10]=[CH:9][C:8]([C:17]([C:18]4[CH:26]=[CH:25][CH:24]=[CH:23][C:19]=4[C:20]([OH:22])=[O:21])=[O:27])=[CH:7][C:6]=3[C:5]2([CH3:16])[CH3:15])=[CH:13][CH:14]=1. The yield is 0.820. (2) The reactants are [Br:1][C:2]1[NH:3][C:4]2[CH:10]=[C:9]([Cl:11])[C:8]([Cl:12])=[CH:7][C:5]=2[N:6]=1.O([Si](C)(C)C)S(C(F)(F)F)(=O)=O.C(O[C@@H:29]1[O:46][CH2:45][C@@H:40]([O:41][C:42](=[O:44])[CH3:43])[C@@H:35]([O:36][C:37](=[O:39])[CH3:38])[C@H:30]1[O:31][C:32](=[O:34])[CH3:33])(=O)C.C(=O)(O)[O-].[Na+]. The catalyst is ClCCCl. The product is [Br:1][C:2]1[N:3]([C@@H:45]2[O:46][CH2:29][C@@H:30]([O:31][C:32](=[O:34])[CH3:33])[C@@H:35]([O:36][C:37](=[O:39])[CH3:38])[C@H:40]2[O:41][C:42](=[O:44])[CH3:43])[C:4]2[CH:10]=[C:9]([Cl:11])[C:8]([Cl:12])=[CH:7][C:5]=2[N:6]=1. The yield is 0.560. (3) The reactants are [F:1][C:2]1([F:28])[CH2:5][N:4]([C:6]([C:8]2[C:12]3[CH:13]=[C:14]([CH:26]=O)[C:15]([N:18]4[CH2:23][C@@H:22]([CH3:24])[O:21][C@H:20]([CH3:25])[CH2:19]4)=[C:16]([F:17])[C:11]=3[O:10][N:9]=2)=[O:7])[CH2:3]1.[NH:29]1[C:36](=[O:37])[CH2:35][C:33](=[O:34])[NH:32][C:30]1=[O:31]. The catalyst is C(O)C. The product is [F:28][C:2]1([F:1])[CH2:3][N:4]([C:6]([C:8]2[C:12]3[CH:13]=[C:14]4[C:15](=[C:16]([F:17])[C:11]=3[O:10][N:9]=2)[N:18]2[CH2:23][C@@H:22]([CH3:24])[O:21][C@@H:20]([CH3:25])[C@@H:19]2[C:35]2([C:33](=[O:34])[NH:32][C:30](=[O:31])[NH:29][C:36]2=[O:37])[CH2:26]4)=[O:7])[CH2:5]1. The yield is 0.810. (4) The reactants are [CH2:1]([O:3][C:4](=[O:32])[C:5]1[CH:10]=[CH:9][C:8]([N:11]2[CH:15]=[C:14]([C:16]3[CH:21]=[CH:20][C:19]([Cl:22])=[CH:18][C:17]=3[Cl:23])[N:13]=[C:12]2[CH2:24][C:25]2[CH:30]=[CH:29][C:28](Br)=[CH:27][CH:26]=2)=[CH:7][CH:6]=1)[CH3:2].[OH:33][C:34]1[CH:39]=[CH:38][C:37](B(O)O)=[CH:36][CH:35]=1. No catalyst specified. The product is [CH2:1]([O:3][C:4](=[O:32])[C:5]1[CH:10]=[CH:9][C:8]([N:11]2[CH:15]=[C:14]([C:16]3[CH:21]=[CH:20][C:19]([Cl:22])=[CH:18][C:17]=3[Cl:23])[N:13]=[C:12]2[CH2:24][C:25]2[CH:30]=[CH:29][C:28]([C:37]3[CH:38]=[CH:39][C:34]([OH:33])=[CH:35][CH:36]=3)=[CH:27][CH:26]=2)=[CH:7][CH:6]=1)[CH3:2]. The yield is 0.690. (5) The reactants are [N:1]1[CH:6]=[CH:5][CH:4]=[C:3]([CH:7](N)[CH3:8])[CH:2]=1.[N:10]1[C:19]2[C:14](=CC=[CH:17][C:18]=2C(=O)C)C=CC=1.N.C(O)(=O)C.C([BH3-])#N.[Na+]. The catalyst is CO. The product is [N:1]1[C:2]2[C:3](=[CH:7][CH:8]=[CH:17][C:18]=2[CH:19]([NH2:10])[CH3:14])[CH:4]=[CH:5][CH:6]=1. The yield is 0.980.